This data is from Catalyst prediction with 721,799 reactions and 888 catalyst types from USPTO. The task is: Predict which catalyst facilitates the given reaction. (1) Reactant: [CH3:1][CH2:2][O:3][C:4]([C:6]1[CH:7]=[CH:8][C:9]([C:12]#[C:13][C:14]2[CH:15]=[CH:16][C:17]3[S:23][CH2:22][CH2:21][C:20]([CH3:25])([CH3:24])[C:18]=3[CH:19]=2)=[N:10][CH:11]=1)=[O:5].C[OH:27]. Product: [CH2:2]([O:3][C:4](=[O:5])[C:6]1[CH:7]=[CH:8][C:9]([C:12]#[C:13][C:14]2[CH:19]=[C:18]3[C:17](=[CH:16][CH:15]=2)[S:23](=[O:27])[CH2:22][CH2:21][C:20]3([CH3:24])[CH3:25])=[N:10][CH:11]=1)[CH3:1]. The catalyst class is: 6. (2) Reactant: [C:1]1([N:7]([C:20]2[CH:25]=[CH:24][CH:23]=[C:22]([C:26]([F:29])([F:28])[F:27])[CH:21]=2)[CH:8]2[CH2:13][CH2:12][N:11]([CH2:14][C:15]([O:17]CC)=[O:16])[CH2:10][CH2:9]2)[CH:6]=[CH:5][CH:4]=[CH:3][CH:2]=1.[OH-].[Na+]. Product: [C:1]1([N:7]([C:20]2[CH:25]=[CH:24][CH:23]=[C:22]([C:26]([F:29])([F:27])[F:28])[CH:21]=2)[CH:8]2[CH2:13][CH2:12][N:11]([CH2:14][C:15]([OH:17])=[O:16])[CH2:10][CH2:9]2)[CH:2]=[CH:3][CH:4]=[CH:5][CH:6]=1. The catalyst class is: 5.